Dataset: Forward reaction prediction with 1.9M reactions from USPTO patents (1976-2016). Task: Predict the product of the given reaction. (1) Given the reactants [F:1][C:2]1[CH:3]=[C:4]([CH:7]=[CH:8][C:9]=1F)[CH:5]=[O:6].[CH3:11][C:12]1[N:13]=[CH:14][NH:15][CH:16]=1, predict the reaction product. The product is: [F:1][C:2]1[CH:3]=[C:4]([CH:7]=[CH:8][C:9]=1[N:13]1[C:12]([CH3:11])=[CH:16][N:15]=[CH:14]1)[CH:5]=[O:6]. (2) Given the reactants [F:1][C:2]([F:7])([F:6])[C:3]([OH:5])=[O:4].C(C([NH:13][C:14]1[N:22]=[C:21]([N:23]2[CH2:27][CH2:26][C@@H:25]([NH:28][C:29]([NH:31][C@@H:32]3[CH2:36][CH2:35][NH:34][CH2:33]3)=[O:30])[CH2:24]2)[N:20]=[C:19]2[C:15]=1[N:16]=[CH:17][N:18]2[C@@H:37]1[CH2:41][C@H:40]([NH:42][C:43](=[O:46])[CH2:44][CH3:45])[C@@H:39]([OH:47])[C@H:38]1[OH:48])CC)C.FC(F)(F)C(O)=O.ClC1N=C2C(N=CN2[C@@H]2C[C@H](NC(=O)CC)[C@@H](O)[C@H]2O)=C(N[CH2:79][C:80]2[C:89]3[C:84](=[CH:85][CH:86]=[CH:87][CH:88]=3)[CH:83]=[CH:82][CH:81]=2)N=1, predict the reaction product. The product is: [F:1][C:2]([F:7])([F:6])[C:3]([OH:5])=[O:4].[OH:47][C@H:39]1[C@@H:38]([OH:48])[C@H:37]([N:18]2[CH:17]=[N:16][C:15]3[C:19]2=[N:20][C:21]([N:23]2[CH2:27][CH2:26][C@@H:25]([NH:28][C:29]([NH:31][C@@H:32]4[CH2:36][CH2:35][NH:34][CH2:33]4)=[O:30])[CH2:24]2)=[N:22][C:14]=3[NH:13][CH2:79][C:80]2[C:89]3[C:84](=[CH:85][CH:86]=[CH:87][CH:88]=3)[CH:83]=[CH:82][CH:81]=2)[CH2:41][C@@H:40]1[NH:42][C:43](=[O:46])[CH2:44][CH3:45]. (3) Given the reactants [CH3:1][O:2][C:3](=[O:10])[CH2:4][C@@H:5]([CH3:9])[C:6]([OH:8])=O.Cl.[C:12]([C@@H:15]([NH:20][C:21](=[O:37])[C@@H:22]([NH2:36])[CH2:23][C:24]1[CH:29]=[CH:28][C:27]([C:30]2[CH:35]=[CH:34][CH:33]=[CH:32][CH:31]=2)=[CH:26][CH:25]=1)[C@@H:16]([CH3:19])[CH2:17][CH3:18])(=[O:14])[NH2:13].C1C=CC2N(O)N=NC=2C=1.C(Cl)CCl.CN1CCOCC1, predict the reaction product. The product is: [C:12]([C@@H:15]([NH:20][C:21]([C@@H:22]([NH:36][C:6]([C@H:5]([CH3:9])[CH2:4][C:3]([O:2][CH3:1])=[O:10])=[O:8])[CH2:23][C:24]1[CH:29]=[CH:28][C:27]([C:30]2[CH:31]=[CH:32][CH:33]=[CH:34][CH:35]=2)=[CH:26][CH:25]=1)=[O:37])[CH:16]([CH3:19])[CH2:17][CH3:18])(=[O:14])[NH2:13].